This data is from Drug-target binding data from BindingDB using IC50 measurements. The task is: Regression. Given a target protein amino acid sequence and a drug SMILES string, predict the binding affinity score between them. We predict pIC50 (pIC50 = -log10(IC50 in M); higher means more potent). Dataset: bindingdb_ic50. (1) The compound is COc1ccc(C(=O)Nc2ccc(C)cc2)cc1OC1CCCC1. The target protein sequence is PWLVGWWDQFKRMLNRELTHLSEMSRSGNQVSEYISTTFLDKQNEVDIPSPTMKDHEKQQAPRQRPSQQPPPPGPQFQPMSQITGVKKLMHSSSLNEDSSIPRFGVKTDQEELLAQEL. The pIC50 is 3.7. (2) The pIC50 is 6.0. The small molecule is CC(Nc1nc(NC2CC2)n2ncc(/C=C3\NC(=O)NC3=O)c2n1)c1ccccc1-n1cccn1. The target protein (P67870) has sequence MSSSEEVSWISWFCGLRGNEFFCEVDEDYIQDKFNLTGLNEQVPHYRQALDMILDLEPDEELEDNPNQSDLIEQAAEMLYGLIHARYILTNRGIAQMLEKYQQGDFGYCPRVYCENQPMLPIGLSDIPGEAMVKLYCPKCMDVYTPKSSRHHHTDGAYFGTGFPHMLFMVHPEYRPKRPANQFVPRLYGFKIHPMAYQLQLQAASNFKSPVKTIR. (3) The small molecule is Cc1noc(C)c1-c1ccc2c(c1)C(O)(c1cccc3ccccc13)C(=O)N2. The target protein sequence is MSAESGPGTRLRNLPVMGDGLETSQMSTTQAQAQPQPANAASTNPPPPETSNPNKPKRQTNQLQYLLRVVLKTLWKHQFAWPFQQPVDAVKLNLPDYYKIIKTPMDMGTIKKRLENNYYWNAQECIQDFNTMFTNCYIYNKPGDDIVLMAEALEKLFLQKINELPTEETEIMIVQAKGRGRGRKETGTAKPGVSTVPNTTQASTPPQTQTPQPNPPPVQATPHPFPAVTPDLIVQTPVMTVVPPQPLQTPPPVPPQPQPPPAPAPQPVQSHPPIIAATPQPVKTKKGVKRKADTTTPTTIDPIHEPPSLPPEPKTTKLGQRRESSRPVKPPKKDVPDSQQHPAPEKSSKVSEQLKCCSGILKEMFAKKHAAYAWPFYKPVDVEALGLHDYCDIIKHPMDMSTIKSKLEAREYRDAQEFGADVRLMFSNCYKYNPPDHEVVAMARKLQDVFEMRFAKMPDEPEEPVVAVSSPAVPPPT. The pIC50 is 5.6. (4) The small molecule is CCCN1C[C@@H](NS(=O)(=O)N(CC)CC)C[C@@H]2Cc3c(O)cccc3C[C@H]21. The target protein (P48032) has sequence MTPWLGLVVLLSCWSLGHWGTEACTCSPSHPQDAFCNSDIVIRAKVVGKKLVKEGPFGTLVYTIKQMKMYRGFSKMPHVQYIHTEASESLCGLKLEVNKYQYLLTGRVYEGKMYTGLCNFVERWDHLTLSQRKGLNYRYHLGCNCKIKSCYYLPCFVTSKKECLWTDMLSNFGYPGYQSKHYACIRQKGGYCSWYRGWAPPDKSISNATDP. The pIC50 is 5.5. (5) The compound is O=C1c2ccccc2C2=NC(=S)NC(c3cccc(CO)c3)C12. The target protein (Q6RI86) has sequence MKRSLRRVLRPEERKEVQGVVYRGVGKDMDCSKESFKVDIEGDMCRLEAFIKNRRKLSKYEDENLCLLHHAAAEGQVELMQLIINGSSCEALNVMDDYGNTPLHWAAEKNQVESVKFLLSQGANPNLRNRNMMAPLHIAVQGMYNEVIKVLTEHKATNINLEGENGNTALMSTCAKDNSEALQILLEKGAKLCKSNKWGDYPVHQAAFSGAKRCMELILAYGEKTGYSREAHINFVNHKKASPLHLAVQSGDLDMIKMCLDSGAHIDMMENAKCMALHFAATQGATDIVKLMISSYTGSSDIVNAVDGNQETLLHRASLFDHHDLADYLISVGADINSTDSEGRSPLILATASASWNIVNLLLSKGAKVDIKDHLGRNFLHLTVQQPYGLRNLRPEFLQMQHIKELVMDEDNDGCTPLHYACRQGAPVSVNNLLRFNVSVHSKSKDKKSPLHFAASYGRINTCQRLLQDISDTRLLNEGDLHGMTPLHLAAKNGHDKVVQ.... The pIC50 is 7.4. (6) The compound is CC1=C(O)/C(=C/[C@@H](C)CCC/C(C)=C/CC/C(C)=C/CCc2ccoc2)OC1=O. The target protein (P08575) has sequence MTMYLWLKLLAFGFAFLDTEVFVTGQSPTPSPTGLTTAKMPSVPLSSDPLPTHTTAFSPASTFERENDFSETTTSLSPDNTSTQVSPDSLDNASAFNTTGVSSVQTPHLPTHADSQTPSAGTDTQTFSGSAANAKLNPTPGSNAISDVPGERSTASTFPTDPVSPLTTTLSLAHHSSAALPARTSNTTITANTSDAYLNASETTTLSPSGSAVISTTTIATTPSKPTCDEKYANITVDYLYNKETKLFTAKLNVNENVECGNNTCTNNEVHNLTECKNASVSISHNSCTAPDKTLILDVPPGVEKFQLHDCTQVEKADTTICLKWKNIETFTCDTQNITYRFQCGNMIFDNKEIKLENLEPEHEYKCDSEILYNNHKFTNASKIIKTDFGSPGEPQIIFCRSEAAHQGVITWNPPQRSFHNFTLCYIKETEKDCLNLDKNLIKYDLQNLKPYTKYVLSLHAYIIAKVQRNGSAAMCHFTTKSAPPSQVWNMTVSMTSDNS.... The pIC50 is 5.9. (7) The drug is CS(=O)(=O)c1ccc2nc(-c3ccc(-c4ccccc4F)cc3)[nH]c2c1. The target protein (Q920R3) has sequence MAPDPVQTPDPASAQLRQMRYFTWEEVAQRSGREKERWLVIDRKVYNISDFSRRHPGGSRVISHYAGQDATDPFVAFHINKGLVRKYMNSLLIGELAPEQPSFEPTKNKALTDEFRELRATVERMGLMKANHLFFLFYLLHILLLDVAAWLTLWIFGTSLVPFTLCAVLLSTVQAQAGWLQHDFGHLSVFSTSTWNHLVHHFVIGHLKGAPASWWNHMHFQHHAKPNCFRKDPDINMHPLFFALGKVLSVELGKEKKKHMPYNHQHKYFFLIGPPALLPLYFQWYIFYFVVQRKKWVDLAWMLSFYVRVFFTYMPLLGLKGLLCLFFIVRFLESNWFVWVTQMNHIPMHIDHDRNVDWVSTQLQATCNVHQSAFNNWFSGHLNFQIEHHLFPTMPRHNYHKVAPLVQSLCAKYGIKYESKPLLTAFADIVYSLKESGQLWLDAYLHQ. The pIC50 is 4.3. (8) The compound is CC(C)(C)c1cc(C(=O)/C(C#N)=N/Nc2cc(Cl)c(Cl)c(Cl)c2)no1. The target protein (O95398) has sequence MKVGWPGESCWQVGLAVEDSPALGAPRVGALPDVVPEGTLLNMVLRRMHRPRSCSYQLLLEHQRPSCIQGLRWTPLTNSEESLDFSESLEQASTERVLRAGRQLHRHLLATCPNLIRDRKYHLRLYRQCCSGRELVDGILALGLGVHSRSQVVGICQVLLDEGALCHVKHDWAFQDRDAQFYRFPGPEPEPVRTHEMEEELAEAVALLSQRGPDALLTVALRKPPGQRTDEELDLIFEELLHIKAVAHLSNSVKRELAAVLLFEPHSKAGTVLFSQGDKGTSWYIIWKGSVNVVTHGKGLVTTLHEGDDFGQLALVNDAPRAATIILREDNCHFLRVDKQDFNRIIKDVEAKTMRLEEHGKVVLVLERASQGAGPSRPPTPGRNRYTVMSGTPEKILELLLEAMGPDSSAHDPTETFLSDFLLTHRVFMPSAQLCAALLHHFHVEPAGGSEQERSTYVCNKRQQILRLVSQWVALYGSMLHTDPVATSFLQKLSDLVGRD.... The pIC50 is 5.6. (9) The compound is COc1ccc(Cc2cc3nc(C)nc(N4CCCCC4)c3[nH]2)cc1. The target protein (Q15761) has sequence MDLELDEYYNKTLATENNTAATRNSDFPVWDDYKSSVDDLQYFLIGLYTFVSLLGFMGNLLILMALMKKRNQKTTVNFLIGNLAFSDILVVLFCSPFTLTSVLLDQWMFGKVMCHIMPFLQCVSVLVSTLILISIAIVRYHMIKHPISNNLTANHGYFLIATVWTLGFAICSPLPVFHSLVELQETFGSALLSSRYLCVESWPSDSYRIAFTISLLLVQYILPLVCLTVSHTSVCRSISCGLSNKENRLEENEMINLTLHPSKKSGPQVKLSGSHKWSYSFIKKHRRRYSKKTACVLPAPERPSQENHSRILPENFGSVRSQLSSSSKFIPGVPTCFEIKPEENSDVHELRVKRSVTRIKKRSRSVFYRLTILILVFAVSWMPLHLFHVVTDFNDNLISNRHFKLVYCICHLLGMMSCCLNPILYGFLNNGIKADLVSLIHCLHM. The pIC50 is 5.6.